This data is from Full USPTO retrosynthesis dataset with 1.9M reactions from patents (1976-2016). The task is: Predict the reactants needed to synthesize the given product. (1) Given the product [CH2:1]([O:3][C:4](=[O:26])/[C:5](/[O:23][CH2:24][CH3:25])=[CH:6]/[C:8]1[CH:13]=[CH:12][C:11]([O:14][CH2:15][C:16]2[CH:17]=[CH:18][CH:19]=[CH:20][CH:21]=2)=[CH:10][C:9]=1[CH3:22])[CH3:2], predict the reactants needed to synthesize it. The reactants are: [CH2:1]([O:3][C:4](=[O:26])[CH:5]([O:23][CH2:24][CH3:25])[CH:6]([C:8]1[CH:13]=[CH:12][C:11]([O:14][CH2:15][C:16]2[CH:21]=[CH:20][CH:19]=[CH:18][CH:17]=2)=[CH:10][C:9]=1[CH3:22])O)[CH3:2].S(=O)(=O)(O)O. (2) Given the product [CH3:24][O:25][C:26]1[CH:27]=[C:28]2[C:32](=[CH:33][CH:34]=1)/[C:31](=[CH:18]/[C:19]([O:21][CH2:22][CH3:23])=[O:20])/[CH2:30][CH2:29]2, predict the reactants needed to synthesize it. The reactants are: [H-].[Na+].C1(C)C=CC=CC=1.C(OP([CH2:18][C:19]([O:21][CH2:22][CH3:23])=[O:20])(OCC)=O)C.[CH3:24][O:25][C:26]1[CH:27]=[C:28]2[C:32](=[CH:33][CH:34]=1)[C:31](=O)[CH2:30][CH2:29]2. (3) Given the product [Cl:20][C:21]1[CH:22]=[C:23]([NH:24][S:12]([C:9]2[C:10]3[C:5](=[CH:4][CH:3]=[C:2]([OH:1])[CH:11]=3)[CH:6]=[C:7]([S:16]([NH:24][C:23]3[CH:22]=[C:21]([Cl:20])[CH:27]=[C:26]([Cl:28])[CH:25]=3)(=[O:18])=[O:17])[CH:8]=2)(=[O:14])=[O:13])[CH:25]=[C:26]([Cl:28])[CH:27]=1, predict the reactants needed to synthesize it. The reactants are: [OH:1][C:2]1[CH:11]=[C:10]2[C:5]([CH:6]=[C:7]([S:16](Cl)(=[O:18])=[O:17])[CH:8]=[C:9]2[S:12](Cl)(=[O:14])=[O:13])=[CH:4][CH:3]=1.[Cl:20][C:21]1[CH:22]=[C:23]([CH:25]=[C:26]([Cl:28])[CH:27]=1)[NH2:24].